From a dataset of Forward reaction prediction with 1.9M reactions from USPTO patents (1976-2016). Predict the product of the given reaction. (1) Given the reactants I[CH2:2][CH3:3].[Br:4][C:5]1[C:10]([C:11]2[CH:16]=[CH:15][C:14]([F:17])=[CH:13][C:12]=2[F:18])=[C:9]([F:19])[C:8]([OH:20])=[C:7]([CH:21]=[O:22])[CH:6]=1.C(=O)([O-])[O-].[K+].[K+].CN(C=O)C, predict the reaction product. The product is: [Br:4][C:5]1[C:10]([C:11]2[CH:16]=[CH:15][C:14]([F:17])=[CH:13][C:12]=2[F:18])=[C:9]([F:19])[C:8]([O:20][CH2:2][CH3:3])=[C:7]([CH:21]=[O:22])[CH:6]=1. (2) Given the reactants [Cl:1][C:2]1[CH:7]=[CH:6][C:5]([C:8]2[C:14]3[CH:15]=[C:16]([C:19]4[CH:24]=[CH:23][C:22]([CH:25]=O)=[CH:21][CH:20]=4)[CH:17]=[CH:18][C:13]=3[N:12]3[C:27]([CH3:30])=[N:28][N:29]=[C:11]3[C@H:10]([CH2:31][C:32]([NH:34][CH2:35][CH3:36])=[O:33])[N:9]=2)=[CH:4][CH:3]=1.Cl.[CH3:38][NH:39][CH3:40].C(O[BH-](OC(=O)C)OC(=O)C)(=O)C.[Na+].C(=O)([O-])O.[Na+], predict the reaction product. The product is: [Cl:1][C:2]1[CH:7]=[CH:6][C:5]([C:8]2[C:14]3[CH:15]=[C:16]([C:19]4[CH:20]=[CH:21][C:22]([CH2:25][N:39]([CH3:40])[CH3:38])=[CH:23][CH:24]=4)[CH:17]=[CH:18][C:13]=3[N:12]3[C:27]([CH3:30])=[N:28][N:29]=[C:11]3[C@H:10]([CH2:31][C:32]([NH:34][CH2:35][CH3:36])=[O:33])[N:9]=2)=[CH:4][CH:3]=1. (3) Given the reactants C[O:2][C:3]1[CH:4]=[C:5]2[C:10](=[CH:11][CH:12]=1)[C:9]([O:13][C:14]1[CH:28]=[CH:27][C:17]([O:18][CH2:19][CH2:20][N:21]3[CH2:26][CH2:25][CH2:24][CH2:23][CH2:22]3)=[CH:16][CH:15]=1)=[C:8]([C:29]1[CH:34]=[CH:33][C:32]([S:35]([CH2:38][C:39]([F:42])([F:41])[F:40])(=[O:37])=[O:36])=[CH:31][CH:30]=1)[CH:7]=[CH:6]2.Cl.C(OCC)C.B(Br)(Br)Br.C(=O)(O)[O-].[Na+], predict the reaction product. The product is: [N:21]1([CH2:20][CH2:19][O:18][C:17]2[CH:27]=[CH:28][C:14]([O:13][C:9]3[C:8]([C:29]4[CH:34]=[CH:33][C:32]([S:35]([CH2:38][C:39]([F:40])([F:41])[F:42])(=[O:36])=[O:37])=[CH:31][CH:30]=4)=[CH:7][CH:6]=[C:5]4[C:10]=3[CH:11]=[CH:12][C:3]([OH:2])=[CH:4]4)=[CH:15][CH:16]=2)[CH2:26][CH2:25][CH2:24][CH2:23][CH2:22]1. (4) Given the reactants [CH3:1][C:2]1[N:6]([C:7]2[CH:12]=[CH:11][CH:10]=[C:9]([O:13][C:14]([F:17])([F:16])[F:15])[CH:8]=2)[N:5]=[C:4]([C:18]2[CH:23]=[CH:22][N:21]=[CH:20][CH:19]=2)[C:3]=1[C:24]([OH:26])=O.Cl.Cl.[NH:29]1[CH2:34][CH2:33][CH:32]([N:35]2[CH2:39][CH2:38][CH2:37][C@H:36]2[CH2:40][OH:41])[CH2:31][CH2:30]1, predict the reaction product. The product is: [OH:41][CH2:40][C@@H:36]1[CH2:37][CH2:38][CH2:39][N:35]1[CH:32]1[CH2:33][CH2:34][N:29]([C:24]([C:3]2[C:4]([C:18]3[CH:19]=[CH:20][N:21]=[CH:22][CH:23]=3)=[N:5][N:6]([C:7]3[CH:12]=[CH:11][CH:10]=[C:9]([O:13][C:14]([F:17])([F:15])[F:16])[CH:8]=3)[C:2]=2[CH3:1])=[O:26])[CH2:30][CH2:31]1. (5) Given the reactants [Cl:1][C:2]1[C:31]([CH3:32])=[CH:30][C:5]2[N:6]([C:20]3[CH:25]=[CH:24][CH:23]=[C:22]([C:26]([F:29])([F:28])[F:27])[N:21]=3)[C:7]([N:9]3[CH2:14][CH2:13][CH:12]([C:15](OCC)=[O:16])[CH2:11][CH2:10]3)=[N:8][C:4]=2[CH:3]=1.[OH-].[Na+].Cl.CC1C=CC(S(O)(=O)=O)=CC=1.[O:47]1[CH2:51][CH2:50][C@@H:49]([NH2:52])[CH2:48]1.C(N(CC)C(C)C)(C)C.F[P-](F)(F)(F)(F)F.N1(OC(N(C)C)=[N+](C)C)C2N=CC=CC=2N=N1, predict the reaction product. The product is: [Cl:1][C:2]1[C:31]([CH3:32])=[CH:30][C:5]2[N:6]([C:20]3[CH:25]=[CH:24][CH:23]=[C:22]([C:26]([F:29])([F:28])[F:27])[N:21]=3)[C:7]([N:9]3[CH2:14][CH2:13][CH:12]([C:15]([NH:52][C@@H:49]4[CH2:50][CH2:51][O:47][CH2:48]4)=[O:16])[CH2:11][CH2:10]3)=[N:8][C:4]=2[CH:3]=1. (6) Given the reactants [Br:1][C:2]1[C:7]([Cl:8])=[CH:6][C:5]([NH:9][C:10]([NH:12][NH:13][C:14](=O)[CH2:15][C@@H:16]2[CH2:20][CH2:19][N:18]([C:21]([CH:23]3[CH2:25][CH2:24]3)=[O:22])[CH2:17]2)=[O:11])=[C:4]([F:27])[CH:3]=1.C([O-])([O-])=O.[K+].[K+], predict the reaction product. The product is: [Br:1][C:2]1[C:7]([Cl:8])=[CH:6][C:5]([N:9]2[C:14]([CH2:15][C@@H:16]3[CH2:20][CH2:19][N:18]([C:21]([CH:23]4[CH2:25][CH2:24]4)=[O:22])[CH2:17]3)=[N:13][NH:12][C:10]2=[O:11])=[C:4]([F:27])[CH:3]=1. (7) The product is: [CH3:20][C:19]([CH3:22])([CH3:21])[C:1]([NH:6][C:7]1[CH:8]=[C:9]([CH2:14][C:15]([O:17][CH3:18])=[O:16])[CH:10]=[CH:11][C:12]=1[OH:13])=[O:4]. Given the reactants [C:1](=[O:4])([O-])O.[Na+].[NH2:6][C:7]1[CH:8]=[C:9]([CH2:14][C:15]([O:17][CH3:18])=[O:16])[CH:10]=[CH:11][C:12]=1[OH:13].[C:19](CC(Cl)=O)([CH3:22])([CH3:21])[CH3:20], predict the reaction product. (8) Given the reactants Br[C:2]1[C:6]2[O:7][C:8]([N:12]3[CH2:17][CH2:16][O:15][CH2:14][CH2:13]3)=[CH:9][C:10](=[O:11])[C:5]=2[S:4][CH:3]=1.CC1(C)C(C)(C)OB([C:26]2[CH:34]=[C:33]3[C:29]([CH:30]=[N:31][N:32]3[CH3:35])=[CH:28][CH:27]=2)O1.C([O-])([O-])=O.[Na+].[Na+], predict the reaction product. The product is: [CH3:35][N:32]1[C:33]2[C:29](=[CH:28][CH:27]=[C:26]([C:2]3[C:6]4[O:7][C:8]([N:12]5[CH2:17][CH2:16][O:15][CH2:14][CH2:13]5)=[CH:9][C:10](=[O:11])[C:5]=4[S:4][CH:3]=3)[CH:34]=2)[CH:30]=[N:31]1. (9) Given the reactants [NH:1]1[C:9]2[C:4](=[CH:5][C:6]([NH:10][C:11]3[C:20]4[C:15](=[CH:16][C:17]([O:29][CH3:30])=[CH:18][C:19]=4[O:21][CH:22]4[CH2:27][CH2:26][N:25]([CH3:28])[CH2:24][CH2:23]4)[N:14]=[CH:13][N:12]=3)=[CH:7][CH:8]=2)[CH:3]=[CH:2]1.Cl[CH2:32][C:33]1[N:34]=[CH:35][S:36][CH:37]=1, predict the reaction product. The product is: [CH3:30][O:29][C:17]1[CH:16]=[C:15]2[C:20]([C:11]([NH:10][C:6]3[CH:5]=[C:4]4[C:9](=[CH:8][CH:7]=3)[N:1]([CH2:32][C:33]3[N:34]=[CH:35][S:36][CH:37]=3)[CH:2]=[CH:3]4)=[N:12][CH:13]=[N:14]2)=[C:19]([O:21][CH:22]2[CH2:23][CH2:24][N:25]([CH3:28])[CH2:26][CH2:27]2)[CH:18]=1.